Dataset: Forward reaction prediction with 1.9M reactions from USPTO patents (1976-2016). Task: Predict the product of the given reaction. (1) Given the reactants [CH3:1][O:2][CH2:3][CH2:4][S:5][C:6]1[CH:11]=[CH:10][C:9](B(O)O)=[CH:8][CH:7]=1.Br[C:16]1[N:21]=[CH:20][C:19]([O:22][CH2:23][CH:24]2[CH2:29][CH2:28][N:27]([C:30]([O:32][CH:33]([CH3:35])[CH3:34])=[O:31])[CH2:26][CH2:25]2)=[CH:18][CH:17]=1.C([O-])([O-])=O.[Na+].[Na+], predict the reaction product. The product is: [CH3:1][O:2][CH2:3][CH2:4][S:5][C:6]1[CH:11]=[CH:10][C:9]([C:16]2[N:21]=[CH:20][C:19]([O:22][CH2:23][CH:24]3[CH2:25][CH2:26][N:27]([C:30]([O:32][CH:33]([CH3:35])[CH3:34])=[O:31])[CH2:28][CH2:29]3)=[CH:18][CH:17]=2)=[CH:8][CH:7]=1. (2) Given the reactants Br[C:2]1[O:6][C:5]([C:7]2[C:12]([F:13])=[CH:11][CH:10]=[CH:9][C:8]=2[F:14])=[N:4][C:3]=1[C:15]([NH2:17])=[O:16].[OH:18][C:19]1[CH:24]=[CH:23][C:22](B(O)O)=[CH:21][CH:20]=1.C([O-])([O-])=O.[Na+].[Na+], predict the reaction product. The product is: [F:14][C:8]1[CH:9]=[CH:10][CH:11]=[C:12]([F:13])[C:7]=1[C:5]1[O:6][C:2]([C:22]2[CH:23]=[CH:24][C:19]([OH:18])=[CH:20][CH:21]=2)=[C:3]([C:15]([NH2:17])=[O:16])[N:4]=1. (3) Given the reactants [NH2:1][C:2]1[CH:3]=[C:4]2[C:9](=[C:10]([C:12]([F:15])([F:14])[F:13])[CH:11]=1)[N:8]=[CH:7][C:6]([C:16]#[N:17])=[C:5]2[NH:18][C:19]1[CH:24]=[CH:23][C:22]([F:25])=[C:21]([Cl:26])[CH:20]=1.[CH:27]([C:29]1[CH:36]=[CH:35][C:32]([C:33]#[N:34])=[CH:31][CH:30]=1)=O.[BH3-]C#N.[Na+], predict the reaction product. The product is: [Cl:26][C:21]1[CH:20]=[C:19]([NH:18][C:5]2[C:4]3[C:9](=[C:10]([C:12]([F:13])([F:14])[F:15])[CH:11]=[C:2]([NH:1][CH2:27][C:29]4[CH:36]=[CH:35][C:32]([C:33]#[N:34])=[CH:31][CH:30]=4)[CH:3]=3)[N:8]=[CH:7][C:6]=2[C:16]#[N:17])[CH:24]=[CH:23][C:22]=1[F:25]. (4) Given the reactants [NH2:1][C:2]1[N:10]=[C:9]2[C:5]([N:6]=[CH:7][N:8]2[C@H:11]2[C@H:16]3[C@H:17]([O:18][CH2:19][C:20]4[CH:25]=[CH:24][CH:23]=[CH:22][CH:21]=4)[C@@:13]([CH2:26][O:27]C(=O)C4C=CC=CC=4)([CH2:14][O:15]3)[O:12]2)=[C:4]([Cl:36])[N:3]=1.[OH-].[Na+].CC(O)=O, predict the reaction product. The product is: [NH2:1][C:2]1[N:10]=[C:9]2[C:5]([N:6]=[CH:7][N:8]2[C@H:11]2[C@H:16]3[C@H:17]([O:18][CH2:19][C:20]4[CH:25]=[CH:24][CH:23]=[CH:22][CH:21]=4)[C@:13]([CH2:26][OH:27])([CH2:14][O:15]3)[O:12]2)=[C:4]([Cl:36])[N:3]=1. (5) Given the reactants [Si]([O:8][C@H:9]([C:37]1[CH:42]=[CH:41][C:40]([OH:43])=[C:39]([CH2:44][OH:45])[CH:38]=1)[CH2:10][NH:11][C@H:12]([CH3:36])[CH2:13][C:14]1[CH:15]=[C:16]([CH2:20][C:21]([NH:23][CH2:24][CH2:25][C:26]2[CH:31]=[CH:30][C:29]([O:32][CH3:33])=[C:28]([O:34][CH3:35])[CH:27]=2)=[O:22])[CH:17]=[CH:18][CH:19]=1)(C(C)(C)C)(C)C, predict the reaction product. The product is: [CH3:35][O:34][C:28]1[CH:27]=[C:26]([CH2:25][CH2:24][NH:23][C:21](=[O:22])[CH2:20][C:16]2[CH:17]=[CH:18][CH:19]=[C:14]([CH2:13][C@H:12]([NH:11][CH2:10][C@H:9]([OH:8])[C:37]3[CH:42]=[CH:41][C:40]([OH:43])=[C:39]([CH2:44][OH:45])[CH:38]=3)[CH3:36])[CH:15]=2)[CH:31]=[CH:30][C:29]=1[O:32][CH3:33]. (6) Given the reactants [Br:1][C:2]1[CH:7]=[CH:6][C:5]([C@:8]([CH:12]2[CH2:14][CH2:13]2)([CH3:11])[CH:9]=O)=[CH:4][CH:3]=1.[NH2:15][OH:16].[Cl-].[Na+].C(OC(C)C)(=O)C, predict the reaction product. The product is: [Br:1][C:2]1[CH:7]=[CH:6][C:5]([C@:8]([CH:12]2[CH2:14][CH2:13]2)([CH3:11])[CH:9]=[N:15][OH:16])=[CH:4][CH:3]=1. (7) The product is: [Br:1][C:2]1[CH:7]=[N:6][C:5]([C:8]2[CH:9]=[CH:10][C:11]([CH2:14][C@H:15]([NH:23][C:24]([C:26]3[S:27][C:28]([CH2:31][CH3:32])=[CH:29][CH:30]=3)=[O:25])[C:16]([OH:18])=[O:17])=[CH:12][CH:13]=2)=[N:4][CH:3]=1. Given the reactants [Br:1][C:2]1[CH:3]=[N:4][C:5]([C:8]2[CH:13]=[CH:12][C:11]([CH2:14][C@H:15]([NH:23][C:24]([C:26]3[S:27][C:28]([CH2:31][CH3:32])=[CH:29][CH:30]=3)=[O:25])[C:16]([O:18]C(C)(C)C)=[O:17])=[CH:10][CH:9]=2)=[N:6][CH:7]=1.C(O)(C(F)(F)F)=O, predict the reaction product.